This data is from Reaction yield outcomes from USPTO patents with 853,638 reactions. The task is: Predict the reaction yield, written as a fraction of the theoretical maximum amount of product (1.0 means a 100% yield; for example, 0.34 means a 34% yield). (1) The reactants are [C:1]1([C:25]2[CH:30]=[CH:29][CH:28]=[CH:27][CH:26]=2)[CH:6]=[CH:5][CH:4]=[C:3]([NH:7][C:8](=[O:24])[CH2:9][CH2:10][CH2:11][CH2:12][CH2:13][NH:14][C:15](=[O:23])[CH2:16][S:17][CH2:18][C:19](OC)=O)[CH:2]=1.C([OH:34])(=S)C. No catalyst specified. The product is [C:18](=[O:34])([S:17][CH2:16][C:15]([NH:14][CH2:13][CH2:12][CH2:11][CH2:10][CH2:9][C:8]([NH:7][C:3]1[CH:2]=[C:1]([C:25]2[CH:30]=[CH:29][CH:28]=[CH:27][CH:26]=2)[CH:6]=[CH:5][CH:4]=1)=[O:24])=[O:23])[CH3:19]. The yield is 0.960. (2) The reactants are [CH3:1][O:2][C:3]1[CH:4]=[C:5]([CH2:11][C:12]#[N:13])[CH:6]=[C:7]([O:9][CH3:10])[CH:8]=1.IC.[H-].[Na+].[CH3:18]CCCCC. The catalyst is CN(C=O)C. The product is [CH3:10][O:9][C:7]1[CH:6]=[C:5]([CH:11]([CH3:18])[C:12]#[N:13])[CH:4]=[C:3]([O:2][CH3:1])[CH:8]=1. The yield is 0.750. (3) The yield is 0.500. The reactants are Br[C:2]1[CH:7]=[CH:6][C:5]([S:8]([NH:11][CH3:12])(=[O:10])=[O:9])=[CH:4][CH:3]=1.[NH2:13][C:14]1[CH:15]=[C:16](B(O)O)[CH:17]=[CH:18][CH:19]=1.C(=O)([O-])[O-].[K+].[K+].O. The product is [NH2:13][C:14]1[CH:19]=[C:18]([C:2]2[CH:7]=[CH:6][C:5]([S:8]([NH:11][CH3:12])(=[O:10])=[O:9])=[CH:4][CH:3]=2)[CH:17]=[CH:16][CH:15]=1. The catalyst is CN(C=O)C.C1C=CC([P]([Pd]([P](C2C=CC=CC=2)(C2C=CC=CC=2)C2C=CC=CC=2)([P](C2C=CC=CC=2)(C2C=CC=CC=2)C2C=CC=CC=2)[P](C2C=CC=CC=2)(C2C=CC=CC=2)C2C=CC=CC=2)(C2C=CC=CC=2)C2C=CC=CC=2)=CC=1.